This data is from Forward reaction prediction with 1.9M reactions from USPTO patents (1976-2016). The task is: Predict the product of the given reaction. (1) Given the reactants CC1C=CC(S(O)(=O)=O)=CC=1.[S:12]1[C:16]2[CH:17]=[CH:18][CH:19]=[CH:20][C:15]=2[N:14]=[C:13]1[C:21]1[CH:22]=[N:23][NH:24][C:25]=1[NH2:26].[Cl:27][C:28]1[CH:33]=[CH:32][C:31]([C:34](=O)[CH2:35][C:36](OCC)=[O:37])=[CH:30][C:29]=1[O:42][CH3:43], predict the reaction product. The product is: [S:12]1[C:16]2[CH:17]=[CH:18][CH:19]=[CH:20][C:15]=2[N:14]=[C:13]1[C:21]1[CH:22]=[N:23][N:24]2[C:36](=[O:37])[CH:35]=[C:34]([C:31]3[CH:32]=[CH:33][C:28]([Cl:27])=[C:29]([O:42][CH3:43])[CH:30]=3)[NH:26][C:25]=12. (2) Given the reactants Br[C:2]1[CH:3]=[N:4][CH:5]=[C:6]([CH:9]=1)[C:7]#[N:8].C(N(CC)CC)C.[CH3:17][Si:18]([C:21]#[CH:22])([CH3:20])[CH3:19], predict the reaction product. The product is: [CH3:17][Si:18]([C:21]#[C:22][C:2]1[CH:3]=[N:4][CH:5]=[C:6]([CH:9]=1)[C:7]#[N:8])([CH3:20])[CH3:19]. (3) The product is: [Cl:25][C:11]1[CH:12]=[C:13]([NH:16][C:17]2[CH:22]=[CH:21][C:20]([F:23])=[CH:19][C:18]=2[F:24])[CH:14]=[CH:15][C:10]=1[C:8]([C:6]1[CH:7]=[C:2]([NH:1][C:36]([NH:35][C:31]2[CH:32]=[CH:33][CH:34]=[C:29]([O:28][CH3:27])[CH:30]=2)=[O:37])[CH:3]=[CH:4][C:5]=1[CH3:26])=[O:9]. Given the reactants [NH2:1][C:2]1[CH:3]=[CH:4][C:5]([CH3:26])=[C:6]([C:8]([C:10]2[CH:15]=[CH:14][C:13]([NH:16][C:17]3[CH:22]=[CH:21][C:20]([F:23])=[CH:19][C:18]=3[F:24])=[CH:12][C:11]=2[Cl:25])=[O:9])[CH:7]=1.[CH3:27][O:28][C:29]1[CH:30]=[C:31]([N:35]=[C:36]=[O:37])[CH:32]=[CH:33][CH:34]=1, predict the reaction product. (4) Given the reactants [C:1]([O:5][C:6]([N:8]1[CH2:13][C@@H:12]([C:14]([OH:16])=[O:15])[CH2:11][C@@H:10]([C:17]([OH:19])=[O:18])[CH2:9]1)=[O:7])([CH3:4])([CH3:3])[CH3:2].[C:20](OC(=O)C)(=O)C, predict the reaction product. The product is: [C:1]([O:5][C:6]([N:8]1[CH2:9][C@H:10]([C:17]([O:19][CH3:20])=[O:18])[CH2:11][C@H:12]([C:14]([OH:16])=[O:15])[CH2:13]1)=[O:7])([CH3:4])([CH3:2])[CH3:3]. (5) Given the reactants [O:1]=[C:2]1[N:8]2[CH2:9][C@@H:4]([CH2:5][CH2:6][C@H:7]2[C:10]([NH:12][NH:13][C:14]([C@@H:16]2[CH2:21][CH2:20][CH2:19][CH2:18][N:17]2C(OC(C)(C)C)=O)=[O:15])=[O:11])[N:3]1[O:29][S:30]([OH:33])(=[O:32])=[O:31].FC(F)(F)C(O)=O, predict the reaction product. The product is: [O:1]=[C:2]1[N:8]2[CH2:9][C@@H:4]([CH2:5][CH2:6][C@H:7]2[C:10]([NH:12][NH:13][C:14]([C@@H:16]2[CH2:21][CH2:20][CH2:19][CH2:18][NH:17]2)=[O:15])=[O:11])[N:3]1[O:29][S:30]([OH:33])(=[O:32])=[O:31]. (6) The product is: [Br:1][C:2]1[CH:7]=[C:6]2[N:8]([C:18]3[C:23]([F:24])=[CH:22][N:21]=[C:20]([NH2:25])[N:19]=3)[CH2:9][C:10]3([CH2:11][CH2:12][N:13]([CH3:16])[CH2:15]3)[C:5]2=[CH:4][CH:3]=1. Given the reactants [Br:1][C:2]1[CH:7]=[C:6]2[NH:8][CH2:9][C:10]3([CH2:15]C[N:13]([CH3:16])[CH2:12][CH2:11]3)[C:5]2=[CH:4][CH:3]=1.Cl[C:18]1[C:23]([F:24])=[CH:22][N:21]=[C:20]([NH2:25])[N:19]=1, predict the reaction product. (7) Given the reactants [OH:1][CH2:2][CH2:3][C:4]1[CH:5]=[C:6]([CH2:12][CH:13]([O:19][CH:20]([CH3:22])[CH3:21])[C:14]([O:16]CC)=[O:15])[CH:7]=[CH:8][C:9]=1[O:10][CH3:11].[F:23][C:24]1[CH:29]=[C:28]([F:30])[CH:27]=[CH:26][C:25]=1[N:31]=[C:32]=[O:33], predict the reaction product. The product is: [F:23][C:24]1[CH:29]=[C:28]([F:30])[CH:27]=[CH:26][C:25]=1[NH:31][C:32]([O:1][CH2:2][CH2:3][C:4]1[CH:5]=[C:6]([CH2:12][CH:13]([O:19][CH:20]([CH3:21])[CH3:22])[C:14]([OH:16])=[O:15])[CH:7]=[CH:8][C:9]=1[O:10][CH3:11])=[O:33]. (8) Given the reactants O=C1C2C=CC=CC=2C(=O)[N:3]1[CH2:12][CH:13]([NH:21][C:22]([NH:24][NH:25][C:26]([C:28]1[CH:33]=[CH:32][C:31]2[CH:34]=[N:35][CH:36]=[C:37]([Br:38])[C:30]=2[N:29]=1)=O)=[S:23])[CH2:14][C:15]1[CH:20]=[CH:19][CH:18]=[CH:17][CH:16]=1.NC(CC1C=CC=CC=1)CN1C(=O)C2C=CC=CC=2C1=O.C(N(CC)CC)C.N1C=CC=CC=1OC(OC1C=CC=CN=1)=S.BrC1C2N=C(C(NN)=O)C=CC=2C=NC=1, predict the reaction product. The product is: [NH2:3][CH2:12][CH:13]([NH:21][C:22]1[S:23][C:26]([C:28]2[CH:33]=[CH:32][C:31]3[CH:34]=[N:35][CH:36]=[C:37]([Br:38])[C:30]=3[N:29]=2)=[N:25][N:24]=1)[CH2:14][C:15]1[CH:20]=[CH:19][CH:18]=[CH:17][CH:16]=1. (9) Given the reactants [OH:1][C:2]1[CH:3]=[C:4]([CH2:10][C:11]([OH:13])=[O:12])[CH:5]=[CH:6][C:7]=1[O:8][CH3:9].[Br:14]Br, predict the reaction product. The product is: [Br:14][C:5]1[CH:6]=[C:7]([O:8][CH3:9])[C:2]([OH:1])=[CH:3][C:4]=1[CH2:10][C:11]([OH:13])=[O:12].